Dataset: Catalyst prediction with 721,799 reactions and 888 catalyst types from USPTO. Task: Predict which catalyst facilitates the given reaction. (1) Reactant: Br[C:2]1[CH:3]=[C:4]([N:8]([CH2:19][CH2:20][CH3:21])[C:9]([NH:11][CH2:12][CH2:13][CH2:14][CH2:15][CH2:16][CH2:17][CH3:18])=[O:10])[CH:5]=[CH:6][CH:7]=1.[CH:22]([C:24]1[CH:29]=[CH:28][C:27](B(O)O)=[CH:26][CH:25]=1)=[O:23].CN(C)C=O.P([O-])([O-])([O-])=O.[K+].[K+].[K+]. Product: [CH2:19]([N:8]([C:4]1[CH:3]=[C:2]([C:27]2[CH:28]=[CH:29][C:24]([CH:22]=[O:23])=[CH:25][CH:26]=2)[CH:7]=[CH:6][CH:5]=1)[C:9]([NH:11][CH2:12][CH2:13][CH2:14][CH2:15][CH2:16][CH2:17][CH3:18])=[O:10])[CH2:20][CH3:21]. The catalyst class is: 6. (2) Reactant: [CH:1]1([CH2:4][N:5]2[CH:9]=[C:8]([N+:10]([O-])=O)[CH:7]=[N:6]2)[CH2:3][CH2:2]1. Product: [CH:1]1([CH2:4][N:5]2[CH:9]=[C:8]([NH2:10])[CH:7]=[N:6]2)[CH2:3][CH2:2]1. The catalyst class is: 19. (3) Reactant: [Cl:1][C:2]1[N:19]=[CH:18][CH:17]=[C:16](I)[C:3]=1[C:4]([NH:6][CH2:7][C:8]1[CH:13]=[CH:12][C:11]([F:14])=[C:10]([F:15])[CH:9]=1)=[O:5].[CH3:21][O:22][C:23]1[CH:30]=[CH:29][C:26]([CH2:27][NH2:28])=[CH:25][CH:24]=1.C([O-])([O-])=O.[Cs+].[Cs+]. Product: [Cl:1][C:2]1[N:19]=[CH:18][CH:17]=[C:16]([NH:28][CH2:27][C:26]2[CH:29]=[CH:30][C:23]([O:22][CH3:21])=[CH:24][CH:25]=2)[C:3]=1[C:4]([NH:6][CH2:7][C:8]1[CH:13]=[CH:12][C:11]([F:14])=[C:10]([F:15])[CH:9]=1)=[O:5]. The catalyst class is: 12. (4) Reactant: [NH:1]1[C:6]2([CH2:11][CH2:10][NH:9][CH2:8][CH2:7]2)[CH2:5][CH2:4][CH2:3][C:2]1=[O:12].C(N(C(C)C)CC)(C)C.Cl[C:23]1[N:28]=[C:27]([CH3:29])[CH:26]=[CH:25][N:24]=1. Product: [CH3:29][C:27]1[CH:26]=[CH:25][N:24]=[C:23]([N:9]2[CH2:10][CH2:11][C:6]3([NH:1][C:2](=[O:12])[CH2:3][CH2:4][CH2:5]3)[CH2:7][CH2:8]2)[N:28]=1. The catalyst class is: 10. (5) Reactant: [Cl:1][C:2]1[CH:7]=[CH:6][C:5]([O:8][CH:9]([C:13]2[CH:18]=[CH:17][C:16]([Cl:19])=[CH:15][CH:14]=2)[C:10](O)=[O:11])=[CH:4][CH:3]=1.B. Product: [Cl:1][C:2]1[CH:7]=[CH:6][C:5]([O:8][CH:9]([C:13]2[CH:14]=[CH:15][C:16]([Cl:19])=[CH:17][CH:18]=2)[CH2:10][OH:11])=[CH:4][CH:3]=1. The catalyst class is: 1. (6) Reactant: [OH:1][C:2]1([C:22]#[C:23][C:24]2[CH:33]=[CH:32][C:27]3[C:28](=[O:31])[O:29][CH2:30][C:26]=3[CH:25]=2)[CH2:7][CH2:6][N:5]([C:8](=[O:21])[CH2:9][C:10]2[CH:15]=[CH:14][C:13]([N:16]3[CH:20]=[N:19][N:18]=[N:17]3)=[CH:12][CH:11]=2)[CH2:4][CH2:3]1. Product: [OH:1][C:2]1([CH2:22][CH2:23][C:24]2[CH:33]=[CH:32][C:27]3[C:28](=[O:31])[O:29][CH2:30][C:26]=3[CH:25]=2)[CH2:7][CH2:6][N:5]([C:8](=[O:21])[CH2:9][C:10]2[CH:15]=[CH:14][C:13]([N:16]3[CH:20]=[N:19][N:18]=[N:17]3)=[CH:12][CH:11]=2)[CH2:4][CH2:3]1. The catalyst class is: 63. (7) Reactant: [CH3:1][NH:2][S:3]([C:6]1[C:11]([Cl:12])=[CH:10][CH:9]=[C:8]([N+:13]([O-:15])=[O:14])[C:7]=1C(=O)C)(=[O:5])=[O:4].Cl[Si](C)(C)C.C([OH:26])C. Product: [CH3:1][NH:2][S:3]([C:6]1[C:11]([Cl:12])=[CH:10][CH:9]=[C:8]([N+:13]([O-:15])=[O:14])[C:7]=1[OH:26])(=[O:5])=[O:4]. The catalyst class is: 65. (8) Reactant: Br[C:2]1[C:3]([CH3:26])=[C:4]([C:15]([NH:18]C(OC(C)(C)C)=O)=[CH:16][CH:17]=1)[C:5]([O:7][CH2:8][C:9]1[CH:14]=[CH:13][CH:12]=[CH:11][CH:10]=1)=[O:6].[CH3:27][N:28](C=O)C. Product: [NH2:18][C:15]1[C:4]([C:5]([O:7][CH2:8][C:9]2[CH:10]=[CH:11][CH:12]=[CH:13][CH:14]=2)=[O:6])=[C:3]([CH3:26])[C:2]([C:27]#[N:28])=[CH:17][CH:16]=1. The catalyst class is: 267. (9) Reactant: FC(F)(F)C(O)=O.CC(OC([NH:15][CH2:16][CH2:17][C:18]1[C:23]([CH3:24])=[C:22]([O:25][CH3:26])[CH:21]=[CH:20][C:19]=1/[CH:27]=[CH:28]/[C:29]([O:31][CH2:32][CH2:33][CH2:34][CH3:35])=[O:30])=O)(C)C. Product: [CH2:32]([O:31][C:29](=[O:30])[CH2:28][CH:27]1[C:19]2[C:18](=[C:23]([CH3:24])[C:22]([O:25][CH3:26])=[CH:21][CH:20]=2)[CH2:17][CH2:16][NH:15]1)[CH2:33][CH2:34][CH3:35]. The catalyst class is: 4. (10) Reactant: [Br:1][C:2]1[CH:10]=[C:9]2[C:5]([C:6]([C:11](=[O:16])[C:12]([F:15])([F:14])[F:13])=[CH:7][NH:8]2)=[CH:4][CH:3]=1.[H-].[Na+].[CH3:19][O:20][C:21]1[CH:26]=[CH:25][C:24]([S:27](Cl)(=[O:29])=[O:28])=[CH:23][C:22]=1[N:31]1[CH2:36][CH2:35][N:34]([C:37](=[O:42])[C:38]([F:41])([F:40])[F:39])[CH2:33][CH2:32]1. Product: [Br:1][C:2]1[CH:10]=[C:9]2[C:5]([C:6]([C:11](=[O:16])[C:12]([F:13])([F:14])[F:15])=[CH:7][N:8]2[S:27]([C:24]2[CH:25]=[CH:26][C:21]([O:20][CH3:19])=[C:22]([N:31]3[CH2:36][CH2:35][N:34]([C:37](=[O:42])[C:38]([F:41])([F:39])[F:40])[CH2:33][CH2:32]3)[CH:23]=2)(=[O:29])=[O:28])=[CH:4][CH:3]=1. The catalyst class is: 1.